Task: Predict which catalyst facilitates the given reaction.. Dataset: Catalyst prediction with 721,799 reactions and 888 catalyst types from USPTO (1) Reactant: [CH3:1]NN.[CH:4]1([C:7]2[N:8](C)[N:9]=[C:10]3[CH2:15][CH2:14][N:13]([C:16]([O:18][C:19]([CH3:22])([CH3:21])[CH3:20])=[O:17])[CH2:12][C:11]=23)[CH2:6][CH2:5]1. Product: [CH:4]1([C:7]2[C:11]3[CH2:12][N:13]([C:16]([O:18][C:19]([CH3:22])([CH3:21])[CH3:20])=[O:17])[CH2:14][CH2:15][C:10]=3[N:9]([CH3:1])[N:8]=2)[CH2:6][CH2:5]1. The catalyst class is: 5. (2) Reactant: [Cl:1][C:2]1[CH:7]=[C:6]([Cl:8])[CH:5]=[C:4]([CH3:9])[C:3]=1[NH:10][C:11]1[CH:16]=[CH:15][C:14]([CH2:17][CH3:18])=[CH:13][CH:12]=1.[Cl:19][CH2:20][C:21](Cl)=[O:22]. Product: [Cl:1][C:2]1[CH:7]=[C:6]([Cl:8])[CH:5]=[C:4]([CH3:9])[C:3]=1[N:10]([C:21](=[O:22])[CH2:20][Cl:19])[C:11]1[CH:16]=[CH:15][C:14]([CH2:17][CH3:18])=[CH:13][CH:12]=1. The catalyst class is: 11. (3) Reactant: [Cl:1][C:2]1[C:3]([N:27]([CH2:29][CH:30]([CH3:32])[CH3:31])[CH3:28])=[CH:4][C:5]2[N:11]=[C:10]([C:12]3[CH:17]=[CH:16][CH:15]=[C:14]([N:18]4[C:22]([CH2:23]O)=[N:21][CH:20]=[N:19]4)[CH:13]=3)[CH2:9][C:8](=[O:25])[NH:7][C:6]=2[CH:26]=1.S(Cl)(Cl)=O.[Cl-].[NH:38]1[CH2:42][CH2:41][CH2:40][CH2:39]1. Product: [Cl:1][C:2]1[C:3]([N:27]([CH2:29][CH:30]([CH3:32])[CH3:31])[CH3:28])=[CH:4][C:5]2[N:11]=[C:10]([C:12]3[CH:17]=[CH:16][CH:15]=[C:14]([N:18]4[C:22]([CH2:23][N:38]5[CH2:42][CH2:41][CH2:40][CH2:39]5)=[N:21][CH:20]=[N:19]4)[CH:13]=3)[CH2:9][C:8](=[O:25])[NH:7][C:6]=2[CH:26]=1. The catalyst class is: 139. (4) Reactant: [H-].[Na+].[OH:3][C:4]1[C:11]([CH3:12])=[CH:10][C:7]([C:8]#[N:9])=[CH:6][C:5]=1[CH3:13].[Cl:14][C:15]1[N:16]=[C:17](Cl)[C:18]2[CH:23]=[CH:22][S:21][C:19]=2[N:20]=1. Product: [Cl:14][C:15]1[N:16]=[C:17]([O:3][C:4]2[C:5]([CH3:13])=[CH:6][C:7]([C:8]#[N:9])=[CH:10][C:11]=2[CH3:12])[C:18]2[CH:23]=[CH:22][S:21][C:19]=2[N:20]=1. The catalyst class is: 20. (5) Reactant: [Cl-].O[NH3+:3].[C:4](=[O:7])([O-])[OH:5].[Na+].CS(C)=O.[F:13][C:14]1[CH:19]=[C:18]([CH2:20][C:21]2[C:26](=[O:27])[N:25]([C:28]3[CH:33]=[CH:32][C:31]([O:34][CH:35]([CH3:37])[CH3:36])=[CH:30][CH:29]=3)[C:24]([CH3:38])=[N:23][C:22]=2[CH2:39][CH2:40][CH3:41])[CH:17]=[CH:16][C:15]=1[C:42]1[C:43]([C:48]#[N:49])=[CH:44][CH:45]=[CH:46][CH:47]=1. Product: [F:13][C:14]1[CH:19]=[C:18]([CH2:20][C:21]2[C:26](=[O:27])[N:25]([C:28]3[CH:29]=[CH:30][C:31]([O:34][CH:35]([CH3:36])[CH3:37])=[CH:32][CH:33]=3)[C:24]([CH3:38])=[N:23][C:22]=2[CH2:39][CH2:40][CH3:41])[CH:17]=[CH:16][C:15]=1[C:42]1[CH:47]=[CH:46][CH:45]=[CH:44][C:43]=1[C:48]1[NH:3][C:4](=[O:7])[O:5][N:49]=1. The catalyst class is: 13. (6) Reactant: C[O:2][C:3]1[CH:8]=[CH:7][N:6]=[CH:5][CH:4]=1.[C:9](Cl)(=[O:16])[C:10]1[CH:15]=[CH:14][CH:13]=[CH:12][CH:11]=1.FC(F)(F)S(O[Si](C)(C)C)(=O)=O.[Br:30][C:31]1[CH:36]=[CH:35][C:34]([Mg]Br)=[CH:33][CH:32]=1. Product: [C:9]([N:6]1[CH:7]=[CH:8][C:3](=[O:2])[CH2:4][CH:5]1[C:34]1[CH:35]=[CH:36][C:31]([Br:30])=[CH:32][CH:33]=1)(=[O:16])[C:10]1[CH:15]=[CH:14][CH:13]=[CH:12][CH:11]=1. The catalyst class is: 1. (7) Reactant: [C:1]1([S:7]([N:10]2[CH2:14][CH2:13][CH2:12][CH2:11]2)(=[O:9])=[O:8])[CH:6]=[CH:5][CH:4]=[CH:3][CH:2]=1.CCCCCC.[Li]CCCC.N1(C=O)CC[O:29][CH2:28]C1. Product: [N:10]1([S:7]([C:1]2[CH:2]=[CH:3][CH:4]=[CH:5][C:6]=2[CH:28]=[O:29])(=[O:9])=[O:8])[CH2:11][CH2:12][CH2:13][CH2:14]1. The catalyst class is: 1. (8) Reactant: [Br:1][C:2]1[CH:7]=[CH:6][C:5]([OH:8])=[C:4]([O:9][CH3:10])[C:3]=1[O:11][CH2:12][O:13][CH3:14].C(=O)([O-])[O-].[K+].[K+].[CH2:21](I)[CH3:22]. Product: [Br:1][C:2]1[CH:7]=[CH:6][C:5]([O:8][CH2:21][CH3:22])=[C:4]([O:9][CH3:10])[C:3]=1[O:11][CH2:12][O:13][CH3:14]. The catalyst class is: 10. (9) The catalyst class is: 28. Reactant: [CH3:1][N:2]([CH3:7])[C:3](=[O:6])[CH:4]=[CH2:5].[C:8]([O:13][CH2:14][CH:15]1[O:17][CH2:16]1)(=[O:12])[C:9]([CH3:11])=[CH2:10].CC(N=NC(C#N)(C)C)(C#N)C.O1CCCC1. Product: [CH3:1][N:2]([CH3:7])[C:3](=[O:6])[CH:4]=[CH2:5].[C:8]([O:13][CH2:14][CH:15]1[O:17][CH2:16]1)(=[O:12])[C:9]([CH3:11])=[CH2:10].